From a dataset of Peptide-MHC class I binding affinity with 185,985 pairs from IEDB/IMGT. Regression. Given a peptide amino acid sequence and an MHC pseudo amino acid sequence, predict their binding affinity value. This is MHC class I binding data. (1) The peptide sequence is TSSDTYACW. The MHC is HLA-B08:01 with pseudo-sequence HLA-B08:01. The binding affinity (normalized) is 0.0847. (2) The peptide sequence is SLIVKCMPY. The MHC is HLA-A68:02 with pseudo-sequence HLA-A68:02. The binding affinity (normalized) is 0.0847. (3) The peptide sequence is AILAGEHKC. The MHC is HLA-A02:01 with pseudo-sequence HLA-A02:01. The binding affinity (normalized) is 0.0847. (4) The peptide sequence is GRRGWEALKY. The MHC is HLA-B27:05 with pseudo-sequence HLA-B27:05. The binding affinity (normalized) is 0.600. (5) The peptide sequence is ALDLSHFLK. The MHC is HLA-A02:03 with pseudo-sequence HLA-A02:03. The binding affinity (normalized) is 0.00686.